Dataset: Reaction yield outcomes from USPTO patents with 853,638 reactions. Task: Predict the reaction yield, written as a fraction of the theoretical maximum amount of product (1.0 means a 100% yield; for example, 0.34 means a 34% yield). (1) The reactants are Br[C:2]1[CH:7]=[CH:6][C:5]([CH:8]([OH:13])[C:9]([F:12])([F:11])[F:10])=[CH:4][CH:3]=1.[C:14]1([CH3:23])[CH:19]=[CH:18][CH:17]=[C:16](B(O)O)[CH:15]=1.C([O-])([O-])=O.[Na+].[Na+].C(C#N)(C)=O. The catalyst is Cl[Pd](Cl)([P](C1C=CC=CC=1)(C1C=CC=CC=1)C1C=CC=CC=1)[P](C1C=CC=CC=1)(C1C=CC=CC=1)C1C=CC=CC=1.C(Cl)Cl.O. The product is [F:10][C:9]([F:12])([F:11])[CH:8]([C:5]1[CH:6]=[CH:7][CH:2]=[CH:3][C:4]=1[C:16]1[CH:17]=[CH:18][CH:19]=[C:14]([CH3:23])[CH:15]=1)[OH:13]. The yield is 0.790. (2) The reactants are [C:1]([O:5][C:6]([NH:8][CH:9]([C:27](=[O:31])[N:28]([CH3:30])[CH3:29])[CH2:10][C:11]1[CH:26]=[CH:25][C:14]([O:15][C:16]2[CH:24]=[CH:23][C:19]([C:20]([OH:22])=O)=[CH:18][N:17]=2)=[CH:13][CH:12]=1)=[O:7])([CH3:4])([CH3:3])[CH3:2].CN1CCOCC1.Cl.[NH2:40][OH:41].C(O)(=O)C. The catalyst is CN(C=O)C. The product is [C:1]([O:5][C:6](=[O:7])[NH:8][CH:9]([C:27](=[O:31])[N:28]([CH3:29])[CH3:30])[CH2:10][C:11]1[CH:26]=[CH:25][C:14]([O:15][C:16]2[CH:24]=[CH:23][C:19]([C:20](=[O:22])[NH:40][OH:41])=[CH:18][N:17]=2)=[CH:13][CH:12]=1)([CH3:4])([CH3:2])[CH3:3]. The yield is 0.980. (3) The reactants are I[C:2]1[CH:8]=[C:7]([N+:9]([O-:11])=[O:10])[CH:6]=[CH:5][C:3]=1[NH2:4].[C:12]([C:14]1[CH:19]=[CH:18][CH:17]=[CH:16][N:15]=1)#[CH:13]. The catalyst is CN(C=O)C.CCN(CC)CC.O.Cl[Pd](Cl)([P](C1C=CC=CC=1)(C1C=CC=CC=1)C1C=CC=CC=1)[P](C1C=CC=CC=1)(C1C=CC=CC=1)C1C=CC=CC=1.[Cu]I. The product is [N+:9]([C:7]1[CH:6]=[CH:5][C:3]([NH2:4])=[C:2]([C:13]#[C:12][C:14]2[CH:19]=[CH:18][CH:17]=[CH:16][N:15]=2)[CH:8]=1)([O-:11])=[O:10]. The yield is 0.600. (4) The reactants are C[O:2][C:3]1[CH:4]=[C:5]([CH:22]=[C:23]([O:25][CH3:26])[CH:24]=1)[O:6][CH2:7][C@H:8]1[C:17]([CH3:18])=[CH:16][CH2:15][C@@H:14]2[C@:9]1([CH3:21])[CH2:10][CH2:11][CH2:12][C:13]2([CH3:20])[CH3:19]. The catalyst is CN1C(=O)CCC1. The product is [CH3:18][C:17]1[C@H:8]([CH2:7][O:6][C:5]2[CH:4]=[C:3]([OH:2])[CH:24]=[C:23]([O:25][CH3:26])[CH:22]=2)[C@:9]2([CH3:21])[C@@H:14]([CH2:15][CH:16]=1)[C:13]([CH3:19])([CH3:20])[CH2:12][CH2:11][CH2:10]2. The yield is 0.370. (5) The reactants are Br[C:2]1[CH:3]=[C:4]2[C:9](=[C:10]([CH3:12])[CH:11]=1)[O:8][CH:7]([C:13]([F:16])([F:15])[F:14])[C:6]([C:17]([O:19][CH2:20][CH3:21])=[O:18])=[CH:5]2.C([O-])(=O)C.[K+].[B:27]1([B:27]2[O:31][C:30]([CH3:33])([CH3:32])[C:29]([CH3:35])([CH3:34])[O:28]2)[O:31][C:30]([CH3:33])([CH3:32])[C:29]([CH3:35])([CH3:34])[O:28]1.O. The catalyst is O1CCOCC1.C1C=CC(/C=C/C(/C=C/C2C=CC=CC=2)=O)=CC=1.C1C=CC(/C=C/C(/C=C/C2C=CC=CC=2)=O)=CC=1.[Pd].C1(P(C2CCCCC2)C2CCCCC2)CCCCC1. The product is [CH3:12][C:10]1[CH:11]=[C:2]([B:27]2[O:31][C:30]([CH3:33])([CH3:32])[C:29]([CH3:35])([CH3:34])[O:28]2)[CH:3]=[C:4]2[C:9]=1[O:8][CH:7]([C:13]([F:16])([F:15])[F:14])[C:6]([C:17]([O:19][CH2:20][CH3:21])=[O:18])=[CH:5]2. The yield is 0.980. (6) The reactants are [N:1]1[CH:6]=[CH:5][CH:4]=[C:3]([CH2:7][OH:8])[CH:2]=1.C1N=CN([C:14](N2C=NC=C2)=[O:15])C=1.C1CCN2C(=NCCC2)CC1.[C@H:32]12[CH2:38][C@H:35]([NH:36][CH2:37]1)[CH2:34][N:33]2[C:39]1[N:44]=[CH:43][C:42]([C:45]([O:47][CH2:48][CH3:49])=[O:46])=[CH:41][N:40]=1. The catalyst is C1COCC1.C(OCC)(=O)C. The product is [CH2:48]([O:47][C:45]([C:42]1[CH:41]=[N:40][C:39]([N:33]2[CH2:34][C@@H:35]3[CH2:38][C@H:32]2[CH2:37][N:36]3[C:14]([O:8][CH2:7][C:3]2[CH:2]=[N:1][CH:6]=[CH:5][CH:4]=2)=[O:15])=[N:44][CH:43]=1)=[O:46])[CH3:49]. The yield is 0.240. (7) The reactants are [CH:1]1([C:4]2[CH:9]=[C:8]([O:10][CH2:11][C:12]3[CH:17]=[CH:16][CH:15]=[CH:14][CH:13]=3)[CH:7]=[CH:6][C:5]=2B(O)O)[CH2:3][CH2:2]1.Br[C:22]1[CH:27]=[CH:26][CH:25]=[C:24]([N:28]2[C:32]([CH3:33])=[CH:31][CH:30]=[C:29]2[CH3:34])[N:23]=1. No catalyst specified. The product is [CH:1]1([C:4]2[CH:9]=[C:8]([O:10][CH2:11][C:12]3[CH:17]=[CH:16][CH:15]=[CH:14][CH:13]=3)[CH:7]=[CH:6][C:5]=2[C:22]2[CH:27]=[CH:26][CH:25]=[C:24]([N:28]3[C:32]([CH3:33])=[CH:31][CH:30]=[C:29]3[CH3:34])[N:23]=2)[CH2:3][CH2:2]1. The yield is 0.500.